This data is from Reaction yield outcomes from USPTO patents with 853,638 reactions. The task is: Predict the reaction yield, written as a fraction of the theoretical maximum amount of product (1.0 means a 100% yield; for example, 0.34 means a 34% yield). (1) The reactants are [NH2:1][C:2]1[CH:10]=[CH:9][C:5]([C:6]([OH:8])=O)=[CH:4][C:3]=1[Cl:11].[CH2:12]1[C@H:21]2[C@H:16]([CH2:17][CH2:18][C:19]3[CH:25]=[CH:24][CH:23]=[CH:22][C:20]=32)[NH:15][CH2:14][CH2:13]1.F[P-](F)(F)(F)(F)F.N1(OC(N(C)C)=[N+](C)C)C2N=CC=CC=2N=N1. No catalyst specified. The product is [NH2:1][C:2]1[CH:10]=[CH:9][C:5]([C:6]([N:15]2[C@@H:16]3[C@@H:21]([C:20]4[CH:22]=[CH:23][CH:24]=[CH:25][C:19]=4[CH2:18][CH2:17]3)[CH2:12][CH2:13][CH2:14]2)=[O:8])=[CH:4][C:3]=1[Cl:11]. The yield is 0.520. (2) The reactants are [Br:1][C:2]1[CH:7]=[CH:6][C:5]([NH:8][C:9]2[C:10]([C:19]([NH:21][NH2:22])=[O:20])=[CH:11][C:12]3[NH:16][CH:15]=[N:14][C:13]=3[C:17]=2[F:18])=[C:4]([CH3:23])[CH:3]=1.[N:24]#[C:25]Br.C([O-])(O)=O.[Na+]. The catalyst is O1CCOCC1.C(Cl)Cl.O.[Cl-].[Na+].O. The product is [NH2:24][C:25]1[O:20][C:19]([C:10]2[C:9]([NH:8][C:5]3[CH:6]=[CH:7][C:2]([Br:1])=[CH:3][C:4]=3[CH3:23])=[C:17]([F:18])[C:13]3[N:14]=[CH:15][NH:16][C:12]=3[CH:11]=2)=[N:21][N:22]=1. The yield is 0.550. (3) The reactants are [CH3:1][N:2]([CH3:36])[CH2:3][CH2:4][N:5]1[C:9]2[CH:10]=[CH:11][C:12]([S:14]([CH2:17][CH:18]3[CH2:23][CH2:22][N:21]([C:24]([C:26]4[CH:27]=[N:28][NH:29][CH:30]=4)=[O:25])[CH2:20][CH2:19]3)(=[O:16])=[O:15])=[CH:13][C:8]=2[N:7]=[C:6]1[CH2:31][C:32]([CH3:35])([CH3:34])[CH3:33].[ClH:37].C(OCC)(=O)C.CO. The catalyst is C(O)C. The product is [ClH:37].[CH3:1][N:2]([CH3:36])[CH2:3][CH2:4][N:5]1[C:9]2[CH:10]=[CH:11][C:12]([S:14]([CH2:17][CH:18]3[CH2:23][CH2:22][N:21]([C:24]([C:26]4[CH:30]=[N:29][NH:28][CH:27]=4)=[O:25])[CH2:20][CH2:19]3)(=[O:16])=[O:15])=[CH:13][C:8]=2[N:7]=[C:6]1[CH2:31][C:32]([CH3:34])([CH3:33])[CH3:35]. The yield is 0.380. (4) The product is [C:10]([C:8]1[CH:9]=[C:4]2[C:5](=[CH:6][C:7]=1[C:13]([F:14])([F:15])[F:16])[NH:17][C:24](=[O:32])[N:21]([NH:30][S:27]([CH3:26])(=[O:29])=[O:28])[C:3]2=[O:18])(=[O:12])[CH3:11]. The yield is 0.850. The reactants are CO[C:3](=[O:18])[C:4]1[CH:9]=[C:8]([C:10](=[O:12])[CH3:11])[C:7]([C:13]([F:16])([F:15])[F:14])=[CH:6][C:5]=1[NH2:17].CC[N:21]([CH2:24]C)CC.[CH3:26][S:27]([NH:30]N)(=[O:29])=[O:28].[OH-:32].[Na+].Cl. The catalyst is C1COCC1.CCOC(C)=O. (5) The reactants are CCN(C(C)C)C(C)C.[CH3:10][O:11][C:12]1[CH:13]=[CH:14][CH:15]=[C:16]2[C:21]=1[O:20][C:19](=[O:22])[C:18]([C:23]([OH:25])=O)=[CH:17]2.CN(C(ON1N=NC2C=CC=NC1=2)=[N+](C)C)C.F[P-](F)(F)(F)(F)F.[CH2:50]([N:57]1[CH:61]=[C:60]([C:62]2[CH:63]=[C:64]([NH2:68])[CH:65]=[CH:66][CH:67]=2)[CH:59]=[N:58]1)[C:51]1[CH:56]=[CH:55][CH:54]=[CH:53][CH:52]=1. The catalyst is CN(C=O)C. The product is [CH2:50]([N:57]1[CH:61]=[C:60]([C:62]2[CH:63]=[C:64]([NH:68][C:23]([C:18]3[C:19](=[O:22])[O:20][C:21]4[C:16]([CH:17]=3)=[CH:15][CH:14]=[CH:13][C:12]=4[O:11][CH3:10])=[O:25])[CH:65]=[CH:66][CH:67]=2)[CH:59]=[N:58]1)[C:51]1[CH:52]=[CH:53][CH:54]=[CH:55][CH:56]=1. The yield is 0.620. (6) The reactants are C([BH-]([CH2:6][CH3:7])CC)C.[Li+].ClC1C=C(C=CC=1)[O:13][CH2:14][C@@H:15]1[N:19]([CH3:20])[C:18](=[O:21])[CH2:17][C@@H:16]1[C:22]1[CH:27]=[CH:26][CH:25]=[CH:24][CH:23]=1.C([C@@H]1N(C)C(=O)C[C@@H]1[C:40]1[CH:45]=[CH:44][CH:43]=CC=1)=O.C1([C:52]2[S:53][CH:54]=[CH:55][CH:56]=2)C=CC=CC=1.[Li]CCCC.O[C@H](C1SC(C2C=CC=CC=2)=CC=1)[C@@H]1[N:68](C)C(=O)C[C@@H]1C1C=CC([N+]([O-])=O)=CC=1.O.O.[Sn](Cl)Cl.C([O-])(O)=O.[Na+]. The catalyst is CCO. The product is [OH:13][C@H:14]([C:52]1[S:53][C:54]([C:7]2[CH:6]=[CH:43][CH:44]=[CH:45][CH:40]=2)=[CH:55][CH:56]=1)[C@@H:15]1[N:19]([CH3:20])[C:18](=[O:21])[CH2:17][C@@H:16]1[C:22]1[CH:23]=[CH:24][C:25]([NH2:68])=[CH:26][CH:27]=1. The yield is 0.600.